This data is from Catalyst prediction with 721,799 reactions and 888 catalyst types from USPTO. The task is: Predict which catalyst facilitates the given reaction. (1) Reactant: Cl.[N+:2]([C:5]1[CH:6]=[C:7]([CH:25]=[CH:26][C:27]=1[O:28][CH3:29])[CH:8]=[C:9]1[S:13][C:12](=[O:14])[N:11]([CH2:15][C:16]2[CH:21]=[CH:20][C:19]([Cl:22])=[C:18]([Cl:23])[CH:17]=2)[C:10]1=[O:24])([O-])=O. Product: [NH2:2][C:5]1[CH:6]=[C:7]([CH:25]=[CH:26][C:27]=1[O:28][CH3:29])[CH:8]=[C:9]1[S:13][C:12](=[O:14])[N:11]([CH2:15][C:16]2[CH:21]=[CH:20][C:19]([Cl:22])=[C:18]([Cl:23])[CH:17]=2)[C:10]1=[O:24]. The catalyst class is: 186. (2) Reactant: O.O.[Sn](Cl)(Cl)(Cl)Cl.Cl.[CH3:9][C:10]1[CH:11]=[C:12]([CH:30]=[CH:31][C:32]=1[N+:33]([O-])=O)[CH2:13][N:14]1[C:18]([C:19]([F:22])([F:21])[F:20])=[N:17][C:16]([C:23]([F:29])([F:28])[C:24]([F:27])([F:26])[F:25])=[N:15]1.[OH-].[Na+]. Product: [CH3:9][C:10]1[CH:11]=[C:12]([CH2:13][N:14]2[C:18]([C:19]([F:20])([F:21])[F:22])=[N:17][C:16]([C:23]([F:29])([F:28])[C:24]([F:25])([F:26])[F:27])=[N:15]2)[CH:30]=[CH:31][C:32]=1[NH2:33]. The catalyst class is: 97.